Task: Predict the product of the given reaction.. Dataset: Forward reaction prediction with 1.9M reactions from USPTO patents (1976-2016) (1) Given the reactants [OH:1][CH2:2][C:3]([CH3:35])([CH3:34])[CH2:4][N:5]1[C:10](=[O:11])[C:9]([CH2:12][C:13]2[CH:18]=[CH:17][C:16]([C:19]3[C:20]([C:25]#[N:26])=[CH:21][CH:22]=[CH:23][CH:24]=3)=[CH:15][CH:14]=2)=[C:8]([CH2:27][CH2:28][CH3:29])[N:7]2[N:30]=[C:31]([CH3:33])[N:32]=[C:6]12.F[B-](F)(F)F.[H+].[CH3:42][Si](C=[N+]=[N-])(C)C.[Cl-].[OH:50][NH3+:51].[C:52](=[O:55])([O-])O.[Na+], predict the reaction product. The product is: [CH3:42][O:1][CH2:2][C:3]([CH3:34])([CH3:35])[CH2:4][N:5]1[C:10](=[O:11])[C:9]([CH2:12][C:13]2[CH:14]=[CH:15][C:16]([C:19]3[CH:24]=[CH:23][CH:22]=[CH:21][C:20]=3[C:25]3[NH:26][C:52](=[O:55])[O:50][N:51]=3)=[CH:17][CH:18]=2)=[C:8]([CH2:27][CH2:28][CH3:29])[N:7]2[N:30]=[C:31]([CH3:33])[N:32]=[C:6]12. (2) Given the reactants [C:1]([NH:4][C:5]1[CH:32]=[CH:31][C:8]([C:9]([NH:11][C:12]2[N:21]3[CH2:22][CH2:23][N:24]=[C:20]3[C:19]3[CH:18]=[CH:17][C:16]([N:25]4[CH2:30][CH2:29][O:28][CH2:27][CH2:26]4)=[CH:15][C:14]=3[N:13]=2)=[O:10])=[CH:7][N:6]=1)(=[O:3])[CH3:2].[ClH:33], predict the reaction product. The product is: [ClH:33].[C:1]([NH:4][C:5]1[CH:32]=[CH:31][C:8]([C:9]([NH:11][C:12]2[N:21]3[CH2:22][CH2:23][N:24]=[C:20]3[C:19]3[CH:18]=[CH:17][C:16]([N:25]4[CH2:30][CH2:29][O:28][CH2:27][CH2:26]4)=[CH:15][C:14]=3[N:13]=2)=[O:10])=[CH:7][N:6]=1)(=[O:3])[CH3:2]. (3) The product is: [CH2:21]([O:23][CH:24]([O:27][CH2:28][CH3:29])[CH2:25][O:12][CH2:11][CH2:10][CH2:9][CH2:8][O:7][C:4]1[CH:5]=[CH:6][C:1]([C:13]2[CH:14]=[CH:15][CH:16]=[CH:17][CH:18]=2)=[CH:2][CH:3]=1)[CH3:22]. Given the reactants [C:1]1([C:13]2[CH:18]=[CH:17][CH:16]=[CH:15][CH:14]=2)[CH:6]=[CH:5][C:4]([O:7][CH2:8][CH2:9][CH2:10][CH2:11][OH:12])=[CH:3][CH:2]=1.[H-].[Na+].[CH2:21]([O:23][CH:24]([O:27][CH2:28][CH3:29])[CH2:25]Br)[CH3:22], predict the reaction product. (4) Given the reactants [F:1][C:2]([F:20])([F:19])[O:3][C:4]1[CH:5]=[C:6]([C@@H:10]([NH:12][S@](C(C)(C)C)=O)[CH3:11])[CH:7]=[CH:8][CH:9]=1.[ClH:21], predict the reaction product. The product is: [ClH:21].[F:1][C:2]([F:19])([F:20])[O:3][C:4]1[CH:5]=[C:6]([C@@H:10]([NH2:12])[CH3:11])[CH:7]=[CH:8][CH:9]=1. (5) Given the reactants [CH3:1][O:2][C:3]1[C:8]([NH2:9])=[CH:7][CH:6]=[C:5]([N:10]2[CH2:15][CH2:14][O:13][CH2:12][CH2:11]2)[N:4]=1.[CH:16](O)=[O:17], predict the reaction product. The product is: [CH3:1][O:2][C:3]1[C:8]([NH:9][CH:16]=[O:17])=[CH:7][CH:6]=[C:5]([N:10]2[CH2:15][CH2:14][O:13][CH2:12][CH2:11]2)[N:4]=1. (6) Given the reactants [CH:1]1[CH:2]=[CH:3][C:4]([C:23]([OH:25])=[O:24])=[C:5]([C:7]2[C:17]3[CH:18]=[CH:19][C:20]([OH:22])=[CH:21][C:16]=3[O:15][C:14]3[C:8]=2[CH:9]=[CH:10][C:11]([CH:13]=3)=[O:12])[CH:6]=1.[OH-].[Na+], predict the reaction product. The product is: [OH:12][C:11]1[CH:10]=[CH:9][C:8]2[CH:7]([C:5]3[CH:6]=[CH:1][CH:2]=[CH:3][C:4]=3[C:23]([OH:25])=[O:24])[C:17]3[C:16]([O:15][C:14]=2[CH:13]=1)=[CH:21][C:20]([OH:22])=[CH:19][CH:18]=3. (7) The product is: [C:24]([CH:6]1[C:2](=[O:1])[CH2:3][N:4]([C:7]([O:9][C:10]([CH3:13])([CH3:12])[CH3:11])=[O:8])[CH2:5]1)(=[O:26])[CH3:25]. Given the reactants [O:1]=[C:2]1[CH2:6][CH2:5][N:4]([C:7]([O:9][C:10]([CH3:13])([CH3:12])[CH3:11])=[O:8])[CH2:3]1.C[Si]([N-][Si](C)(C)C)(C)C.[Na+].[C:24](OC(=O)C)(=[O:26])[CH3:25], predict the reaction product. (8) Given the reactants C(C1C=C(C=CC=1)OC1OC=C(C(OCC)=O)N=1)(C)(C)C.[Br:22][C:23]1[CH:24]=[CH:25][C:26]([CH3:30])=[C:27]([OH:29])[CH:28]=1.Br[C:32]1[S:33][CH:34]=[C:35]([C:37]([NH:39][C:40]2[C:41]([O:62][CH3:63])=[N:42][C:43]([NH:48][CH2:49][CH2:50][N:51]([CH:59]([CH3:61])[CH3:60])[C:52](=[O:58])[O:53][C:54]([CH3:57])([CH3:56])[CH3:55])=[N:44][C:45]=2[O:46][CH3:47])=[O:38])[N:36]=1, predict the reaction product. The product is: [Br:22][C:23]1[CH:24]=[CH:25][C:26]([CH3:30])=[C:27]([CH:28]=1)[O:29][C:32]1[S:33][CH:34]=[C:35]([C:37]([NH:39][C:40]2[C:41]([O:62][CH3:63])=[N:42][C:43]([NH:48][CH2:49][CH2:50][N:51]([CH:59]([CH3:60])[CH3:61])[C:52](=[O:58])[O:53][C:54]([CH3:56])([CH3:57])[CH3:55])=[N:44][C:45]=2[O:46][CH3:47])=[O:38])[N:36]=1. (9) Given the reactants C([O:3][C:4]([C:6]1[NH:7][C:8]2[C:13]([C:14]=1[O:15][CH3:16])=[CH:12][C:11]([Cl:17])=[CH:10][CH:9]=2)=[O:5])C.Br[CH2:19][C:20]1[C:29]2[C:24](=[CH:25][CH:26]=[CH:27][CH:28]=2)[CH:23]=[CH:22][CH:21]=1, predict the reaction product. The product is: [Cl:17][C:11]1[CH:12]=[C:13]2[C:8](=[CH:9][CH:10]=1)[N:7]([CH2:19][C:20]1[C:29]3[C:24](=[CH:25][CH:26]=[CH:27][CH:28]=3)[CH:23]=[CH:22][CH:21]=1)[C:6]([C:4]([OH:3])=[O:5])=[C:14]2[O:15][CH3:16]. (10) Given the reactants [NH2:1][C:2]1[N:3]=[C:4]([N:20]2[CH2:25][CH2:24][NH:23][CH2:22][CH2:21]2)[C:5]2[N:10]=[C:9]([CH2:11][CH2:12][C:13]3[CH:18]=[CH:17][C:16]([F:19])=[CH:15][CH:14]=3)[S:8][C:6]=2[N:7]=1.C(N(C(C)C)CC)(C)C.[Cl:35][C:36]1[CH:44]=[CH:43][C:39]([C:40](Cl)=[O:41])=[CH:38][CH:37]=1, predict the reaction product. The product is: [NH2:1][C:2]1[N:3]=[C:4]([N:20]2[CH2:25][CH2:24][N:23]([C:40](=[O:41])[C:39]3[CH:43]=[CH:44][C:36]([Cl:35])=[CH:37][CH:38]=3)[CH2:22][CH2:21]2)[C:5]2[N:10]=[C:9]([CH2:11][CH2:12][C:13]3[CH:18]=[CH:17][C:16]([F:19])=[CH:15][CH:14]=3)[S:8][C:6]=2[N:7]=1.